This data is from Reaction yield outcomes from USPTO patents with 853,638 reactions. The task is: Predict the reaction yield, written as a fraction of the theoretical maximum amount of product (1.0 means a 100% yield; for example, 0.34 means a 34% yield). (1) The yield is 0.480. The reactants are C([O-])(=O)C.[K+].[B:15]1([B:15]2[O:19][C:18]([CH3:21])([CH3:20])[C:17]([CH3:23])([CH3:22])[O:16]2)[O:19][C:18]([CH3:21])([CH3:20])[C:17]([CH3:23])([CH3:22])[O:16]1.Br[C:25]1[CH:38]=[CH:37][C:28]([O:29][CH2:30][CH2:31][N:32]2[CH2:36][CH2:35][CH2:34][CH2:33]2)=[CH:27][CH:26]=1.O. The catalyst is CS(C)=O.C1(P(C2C=CC=CC=2)[C-]2C=CC=C2)C=CC=CC=1.[C-]1(P(C2C=CC=CC=2)C2C=CC=CC=2)C=CC=C1.[Fe+2]. The product is [CH3:21][C:18]1([CH3:20])[C:17]([CH3:22])([CH3:23])[O:16][B:15]([C:25]2[CH:38]=[CH:37][C:28]([O:29][CH2:30][CH2:31][N:32]3[CH2:36][CH2:35][CH2:34][CH2:33]3)=[CH:27][CH:26]=2)[O:19]1. (2) The reactants are [CH:1]([N:4]1[CH2:9][CH2:8][N:7]([C:10]2[CH:15]=[CH:14][C:13]([N+:16]([O-])=O)=[CH:12][CH:11]=2)[CH2:6][CH2:5]1)([CH3:3])[CH3:2].O.O.[Sn](Cl)Cl.Cl. The catalyst is CO. The product is [CH:1]([N:4]1[CH2:9][CH2:8][N:7]([C:10]2[CH:11]=[CH:12][C:13]([NH2:16])=[CH:14][CH:15]=2)[CH2:6][CH2:5]1)([CH3:3])[CH3:2]. The yield is 0.880. (3) The reactants are Br[C:2]1[CH:3]=[N:4][CH:5]=[C:6]([Br:8])[CH:7]=1.[F:9][C:10]1[CH:15]=[CH:14][CH:13]=[CH:12][C:11]=1B(O)O.C([O-])([O-])=O.[Na+].[Na+]. The catalyst is CN(C=O)C.Cl[Pd](Cl)([P](C1C=CC=CC=1)(C1C=CC=CC=1)C1C=CC=CC=1)[P](C1C=CC=CC=1)(C1C=CC=CC=1)C1C=CC=CC=1. The product is [Br:8][C:6]1[CH:5]=[N:4][CH:3]=[C:2]([C:11]2[CH:12]=[CH:13][CH:14]=[CH:15][C:10]=2[F:9])[CH:7]=1. The yield is 0.470. (4) The catalyst is C(Cl)Cl. The product is [F:1][C:2]1[C:7]2[N:8]=[CH:9][O:10][C:6]=2[CH:5]=[C:4]([C:11]([NH:50][O:49][CH2:48][CH2:47][O:46][CH:44]=[CH2:45])=[O:13])[C:3]=1[NH:14][C:15]1[CH:20]=[CH:19][C:18]([I:21])=[CH:17][C:16]=1[F:22]. The yield is 0.748. The reactants are [F:1][C:2]1[C:7]2[N:8]=[CH:9][O:10][C:6]=2[CH:5]=[C:4]([C:11]([OH:13])=O)[C:3]=1[NH:14][C:15]1[CH:20]=[CH:19][C:18]([I:21])=[CH:17][C:16]=1[F:22].C1C=CC2N(O)N=NC=2C=1.CCN=C=NCCCN(C)C.[CH:44]([O:46][CH2:47][CH2:48][O:49][NH2:50])=[CH2:45].[NH4+].[Cl-].